Predict the reactants needed to synthesize the given product. From a dataset of Full USPTO retrosynthesis dataset with 1.9M reactions from patents (1976-2016). (1) Given the product [Br:1][C:2]1[C:7]2[CH:8]=[C:9]([C:11]3[CH:16]=[CH:15][C:14]([O:17][CH3:26])=[CH:13][CH:12]=3)[O:10][C:6]=2[CH:5]=[CH:4][C:3]=1[O:22][CH3:19], predict the reactants needed to synthesize it. The reactants are: [Br:1][C:2]1[C:7]2[CH:8]=[C:9]([C:11]3[CH:16]=[CH:15][C:14]([OH:17])=[CH:13][CH:12]=3)[O:10][C:6]=2[CH:5]=[CH:4][C:3]=1O.[C:19](=[O:22])([O-])[O-].[K+].[K+].I[CH3:26]. (2) Given the product [CH:39]1([CH2:38][N:35]2[CH:36]=[CH:37][C:32]([C:15]3[CH:14]=[CH:13][C:3]([O:4][C:5]4[C:6]([CH3:12])=[N:7][C:8]([CH3:11])=[CH:9][CH:10]=4)=[C:2]([F:1])[CH:16]=3)=[C:33]([C:43]#[N:44])[C:34]2=[O:42])[CH2:40][CH2:41]1, predict the reactants needed to synthesize it. The reactants are: [F:1][C:2]1[CH:16]=[C:15](B2OC(C)(C)C(C)(C)O2)[CH:14]=[CH:13][C:3]=1[O:4][C:5]1[C:6]([CH3:12])=[N:7][C:8]([CH3:11])=[CH:9][CH:10]=1.C([O-])(O)=O.[Na+].Br[C:32]1[CH:37]=[CH:36][N:35]([CH2:38][CH:39]2[CH2:41][CH2:40]2)[C:34](=[O:42])[C:33]=1[C:43]#[N:44]. (3) The reactants are: [Cl:1][C:2]1[CH:3]([CH2:16][NH:17]C(=O)OC(C)(C)C)[O:4][B:5]2[C:14]3[C:13]=1[CH:12]=[CH:11][O:10][CH2:9][C:8]=3[CH:7]([CH3:15])[O:6]2. Given the product [ClH:1].[Cl:1][C:2]1[CH:3]([CH2:16][NH2:17])[O:4][B:5]2[C:14]3[C:13]=1[CH:12]=[CH:11][O:10][CH2:9][C:8]=3[CH:7]([CH3:15])[O:6]2, predict the reactants needed to synthesize it. (4) Given the product [CH3:31][N:30]([S:27]([N:6]([CH2:5][C:4]([OH:33])=[O:3])[CH2:7][C:8]1[CH:13]=[CH:12][C:11]([O:14][CH2:15][C:16]2[N:17]=[C:18]([C:22]3[S:23][CH:24]=[CH:25][CH:26]=3)[O:19][C:20]=2[CH3:21])=[CH:10][CH:9]=1)(=[O:29])=[O:28])[CH3:32], predict the reactants needed to synthesize it. The reactants are: C([O:3][C:4](=[O:33])[CH2:5][N:6]([S:27]([N:30]([CH3:32])[CH3:31])(=[O:29])=[O:28])[CH2:7][C:8]1[CH:13]=[CH:12][C:11]([O:14][CH2:15][C:16]2[N:17]=[C:18]([C:22]3[S:23][CH:24]=[CH:25][CH:26]=3)[O:19][C:20]=2[CH3:21])=[CH:10][CH:9]=1)C.O.[OH-].[Li+]. (5) Given the product [CH3:19][C@@:6]1([C:20]([N:31]2[CH2:32][CH2:33][CH2:30][CH2:29]2)=[O:21])[CH:7]2[C@@:2]([CH3:1])([C:11]3[CH:10]([CH2:9][CH2:8]2)[CH2:15][C@:14]([CH3:16])([CH:17]=[CH2:18])[CH2:13][CH:12]=3)[CH2:3][CH2:4][CH2:5]1, predict the reactants needed to synthesize it. The reactants are: [CH3:1][C@:2]12[C:11]3=[CH:12][CH2:13][C@@:14]([CH:17]=[CH2:18])([CH3:16])[CH2:15][CH:10]3[CH2:9][CH2:8][CH:7]1[C@@:6]([C:20](O)=[O:21])([CH3:19])[CH2:5][CH2:4][CH2:3]2.C(Cl)(=O)C(Cl)=O.[CH2:29]([N:31](CC)[CH2:32][CH3:33])[CH3:30].N1CCCC1. (6) Given the product [CH2:12]([O:1][C:2]1[N:9]=[C:8]([CH3:10])[CH:7]=[C:6]([CH3:11])[C:3]=1[C:4]#[N:5])[C:13]1[CH:18]=[CH:17][CH:16]=[CH:15][CH:14]=1, predict the reactants needed to synthesize it. The reactants are: [OH:1][C:2]1[N:9]=[C:8]([CH3:10])[CH:7]=[C:6]([CH3:11])[C:3]=1[C:4]#[N:5].[CH2:12](Cl)[C:13]1[CH:18]=[CH:17][CH:16]=[CH:15][CH:14]=1.